The task is: Predict the product of the given reaction.. This data is from Forward reaction prediction with 1.9M reactions from USPTO patents (1976-2016). (1) Given the reactants N#N.[NH2:3][C@H:4]1[CH2:9][CH2:8][C@H:7]([OH:10])[CH2:6][CH2:5]1.CCN(C(C)C)C(C)C.[C:20](N1C=CN=C1)(N1C=CN=C1)=[O:21].Cl.Cl.[NH:34]1[C:38]2[CH:39]=[CH:40][CH:41]=[CH:42][C:37]=2[N:36]=[C:35]1[CH:43]([NH2:55])[C:44]([C:47]1[CH:52]=[CH:51][C:50]([O:53][CH3:54])=[CH:49][CH:48]=1)([CH3:46])[CH3:45], predict the reaction product. The product is: [NH:34]1[C:38]2[CH:39]=[CH:40][CH:41]=[CH:42][C:37]=2[N:36]=[C:35]1[CH:43]([NH:55][C:20]([NH:3][C@H:4]1[CH2:9][CH2:8][C@H:7]([OH:10])[CH2:6][CH2:5]1)=[O:21])[C:44]([C:47]1[CH:48]=[CH:49][C:50]([O:53][CH3:54])=[CH:51][CH:52]=1)([CH3:46])[CH3:45]. (2) The product is: [CH3:1][O:2][C:3]1[CH:4]=[CH:5][C:6]([CH2:9][C:10]([NH:13][C:14]2[S:15][CH:16]=[C:17]([CH3:22])[C:18]=2[C:19]([NH2:21])=[O:20])=[O:12])=[CH:7][CH:8]=1. Given the reactants [CH3:1][O:2][C:3]1[CH:8]=[CH:7][C:6]([CH2:9][C:10]([OH:12])=O)=[CH:5][CH:4]=1.[NH2:13][C:14]1[S:15][CH:16]=[C:17]([CH3:22])[C:18]=1[C:19]([NH2:21])=[O:20], predict the reaction product.